This data is from Forward reaction prediction with 1.9M reactions from USPTO patents (1976-2016). The task is: Predict the product of the given reaction. (1) Given the reactants C([O:8][C@@H:9]1[C@H:12]([C@H:13]2[CH2:17][CH2:16][CH2:15][O:14]2)[NH:11][C:10]1=[O:18])C1C=CC=CC=1.[CH2:19]([Si:21](Cl)([CH2:24][CH3:25])[CH2:22][CH3:23])[CH3:20], predict the reaction product. The product is: [O:14]1[CH2:15][CH2:16][CH2:17][C@@H:13]1[C@@H:12]1[NH:11][C:10](=[O:18])[C@@H:9]1[O:8][Si:21]([CH2:24][CH3:25])([CH2:22][CH3:23])[CH2:19][CH3:20]. (2) Given the reactants [Cl:1][C:2]1[CH:3]=[C:4]([CH:8]=[CH:9][C:10]=1[O:11][CH:12]([CH3:14])[CH3:13])[C:5]([OH:7])=O.C1C=CC2N(O)N=NC=2C=1.O[NH:26]/[C:27](=[N:46]/[H])/[C:28]1[CH:29]=[CH:30][CH:31]=[C:32]2[C:36]=1[NH:35][CH:34]=[C:33]2[CH2:37][CH2:38][CH2:39][CH2:40][C:41]([O:43][CH2:44][CH3:45])=[O:42].CCCC[N+](CCCC)(CCCC)CCCC.[F-], predict the reaction product. The product is: [Cl:1][C:2]1[CH:3]=[C:4]([C:5]2[O:7][N:46]=[C:27]([C:28]3[CH:29]=[CH:30][CH:31]=[C:32]4[C:36]=3[NH:35][CH:34]=[C:33]4[CH2:37][CH2:38][CH2:39][CH2:40][C:41]([O:43][CH2:44][CH3:45])=[O:42])[N:26]=2)[CH:8]=[CH:9][C:10]=1[O:11][CH:12]([CH3:14])[CH3:13].